Dataset: Catalyst prediction with 721,799 reactions and 888 catalyst types from USPTO. Task: Predict which catalyst facilitates the given reaction. (1) Reactant: [CH2:1]([C:8]1[CH:13]=[C:12]([N:14]2[CH2:18][CH2:17][CH2:16][C:15]2=[O:19])[CH:11]=[CH:10][C:9]=1[OH:20])[C:2]1[CH:7]=[CH:6][CH:5]=[CH:4][CH:3]=1.C1C=CC(N([S:28]([C:31]([F:34])([F:33])[F:32])(=[O:30])=[O:29])[S:28]([C:31]([F:34])([F:33])[F:32])(=[O:30])=[O:29])=CC=1.C(N(CC)CC)C. Product: [F:32][C:31]([F:34])([F:33])[S:28]([O:20][C:9]1[CH:10]=[CH:11][C:12]([N:14]2[CH2:18][CH2:17][CH2:16][C:15]2=[O:19])=[CH:13][C:8]=1[CH2:1][C:2]1[CH:3]=[CH:4][CH:5]=[CH:6][CH:7]=1)(=[O:30])=[O:29]. The catalyst class is: 119. (2) Reactant: [Cl:1][C:2]1[CH:7]=[CH:6][CH:5]=[C:4](Cl)[C:3]=1[CH3:9].[OH-:10].[K+].O. Product: [Cl:1][C:2]1[C:3]([CH3:9])=[C:4]([OH:10])[CH:5]=[CH:6][CH:7]=1. The catalyst class is: 5. (3) Reactant: [CH2:1]([N:7]=[C:8]=[O:9])[CH2:2][CH2:3][CH2:4][CH2:5][CH3:6].Cl.[CH2:11](N)[C:12]1[CH:17]=[CH:16][CH:15]=[CH:14][CH:13]=1.C([N:22](C(C)C)CC)(C)C. Product: [CH2:1]([N:7]([CH2:11][C:12]1[CH:17]=[CH:16][CH:15]=[CH:14][CH:13]=1)[C:8]([NH2:22])=[O:9])[CH2:2][CH2:3][CH2:4][CH2:5][CH3:6]. The catalyst class is: 22. (4) Reactant: [NH2:1][C@@:2]1([CH2:34][CH2:35][CH:36]([CH3:38])[CH3:37])[C:11]2[C:6](=[CH:7][CH:8]=[CH:9][CH:10]=2)[C:5]([OH:12])=[C:4]([C:13]2[NH:18][C:17]3[CH:19]=[CH:20][C:21]([NH:23]C(=O)OC(C)(C)C)=[CH:22][C:16]=3[S:15](=[O:32])(=[O:31])[N:14]=2)[C:3]1=[O:33].[CH:39](=O)[C:40]1[CH:45]=[CH:44][CH:43]=[CH:42][CH:41]=1.C(O)(=O)C.C(O[BH-](OC(=O)C)OC(=O)C)(=O)C.[Na+].C([O-])(O)=O.[Na+].N1C=CC=CC=1.[CH3:76][S:77](Cl)(=[O:79])=[O:78]. Product: [CH2:39]([NH:1][C@@:2]1([CH2:34][CH2:35][CH:36]([CH3:37])[CH3:38])[C:11]2[C:6](=[CH:7][CH:8]=[CH:9][CH:10]=2)[C:5]([OH:12])=[C:4]([C:13]2[NH:18][C:17]3[CH:19]=[CH:20][C:21]([NH:23][S:77]([CH3:76])(=[O:79])=[O:78])=[CH:22][C:16]=3[S:15](=[O:32])(=[O:31])[N:14]=2)[C:3]1=[O:33])[C:40]1[CH:45]=[CH:44][CH:43]=[CH:42][CH:41]=1. The catalyst class is: 46. (5) Reactant: O[CH2:2][C:3]1([NH:6][C:7](=[O:13])[O:8][C:9]([CH3:12])([CH3:11])[CH3:10])[CH2:5][CH2:4]1.C1(P(C2C=CC=CC=2)C2C=CC=CC=2)C=CC=CC=1.C(Br)(Br)(Br)[Br:34]. Product: [Br:34][CH2:2][C:3]1([NH:6][C:7](=[O:13])[O:8][C:9]([CH3:12])([CH3:11])[CH3:10])[CH2:5][CH2:4]1. The catalyst class is: 28. (6) Reactant: [CH3:1][C:2]1[C:3]([CH2:20][CH:21]=O)=[C:4]2[C:9](=[CH:10][CH:11]=1)[N:8]1[CH:12]=[N:13][C:14]([C:15]([O:17][CH2:18][CH3:19])=[O:16])=[C:7]1[CH:6]=[CH:5]2.[CH3:23][C:24]1[CH:33]=[CH:32][C:31]2[C:26](=[CH:27][CH:28]=[CH:29][C:30]=2[CH:34]2[CH2:39][CH2:38][NH:37][CH2:36][CH2:35]2)[N:25]=1.C(O[BH-](OC(=O)C)OC(=O)C)(=O)C.[Na+]. Product: [CH3:1][C:2]1[C:3]([CH2:20][CH2:21][N:37]2[CH2:38][CH2:39][CH:34]([C:30]3[CH:29]=[CH:28][CH:27]=[C:26]4[C:31]=3[CH:32]=[CH:33][C:24]([CH3:23])=[N:25]4)[CH2:35][CH2:36]2)=[C:4]2[C:9](=[CH:10][CH:11]=1)[N:8]1[CH:12]=[N:13][C:14]([C:15]([O:17][CH2:18][CH3:19])=[O:16])=[C:7]1[CH:6]=[CH:5]2. The catalyst class is: 26. (7) Reactant: Cl.[CH:2]1[C:14]2[CH:13]([CH2:15][O:16][C:17]([N:19]3[CH2:24][C@H:23]([NH2:25])[CH2:22][C@H:21]([C:26]([OH:28])=[O:27])[CH2:20]3)=[O:18])[C:12]3[C:7](=[CH:8][CH:9]=[CH:10][CH:11]=3)[C:6]=2[CH:5]=[CH:4][CH:3]=1.C([O-])([O-])=O.[K+].[K+].[C:35]1([CH3:45])[CH:40]=[CH:39][C:38]([S:41](Cl)(=[O:43])=[O:42])=[CH:37][CH:36]=1.Cl. Product: [CH:2]1[C:14]2[CH:13]([CH2:15][O:16][C:17]([N:19]3[CH2:24][C@H:23]([NH:25][S:41]([C:38]4[CH:39]=[CH:40][C:35]([CH3:45])=[CH:36][CH:37]=4)(=[O:43])=[O:42])[CH2:22][C@H:21]([C:26]([OH:28])=[O:27])[CH2:20]3)=[O:18])[C:12]3[C:7](=[CH:8][CH:9]=[CH:10][CH:11]=3)[C:6]=2[CH:5]=[CH:4][CH:3]=1. The catalyst class is: 127.